From a dataset of Full USPTO retrosynthesis dataset with 1.9M reactions from patents (1976-2016). Predict the reactants needed to synthesize the given product. Given the product [CH3:6][O:7][C:8]1[C:9]([NH:24][C:25]2[N:30]=[C:29]([C:31]3[C:39]4[C:34](=[CH:35][CH:36]=[CH:37][CH:38]=4)[N:33]([CH3:40])[CH:32]=3)[CH:28]=[CH:27][N:26]=2)=[CH:10][C:11]([NH:23][C:1](=[O:4])[CH:2]=[CH2:3])=[C:12]([N:14]2[CH2:17][C:16]3([N:21]([CH3:22])[CH2:20][CH2:19][CH2:18]3)[CH2:15]2)[CH:13]=1, predict the reactants needed to synthesize it. The reactants are: [C:1](Cl)(=[O:4])[CH:2]=[CH2:3].[CH3:6][O:7][C:8]1[CH:13]=[C:12]([N:14]2[CH2:17][C:16]3([N:21]([CH3:22])[CH2:20][CH2:19][CH2:18]3)[CH2:15]2)[C:11]([NH2:23])=[CH:10][C:9]=1[NH:24][C:25]1[N:30]=[C:29]([C:31]2[C:39]3[C:34](=[CH:35][CH:36]=[CH:37][CH:38]=3)[N:33]([CH3:40])[CH:32]=2)[CH:28]=[CH:27][N:26]=1.CCN(C(C)C)C(C)C.